This data is from Catalyst prediction with 721,799 reactions and 888 catalyst types from USPTO. The task is: Predict which catalyst facilitates the given reaction. (1) Reactant: [NH2:1][C:2]1[C:3]([F:17])=[C:4]([CH:13]=[CH:14][C:15]=1[F:16])[CH2:5][NH:6][C:7](=[O:12])[C:8]([CH3:11])([CH3:10])[CH3:9].[C:18](N1C=CC=CC1=O)(N1C=CC=CC1=O)=[S:19]. Product: [F:17][C:3]1[C:2]([N:1]=[C:18]=[S:19])=[C:15]([F:16])[CH:14]=[CH:13][C:4]=1[CH2:5][NH:6][C:7](=[O:12])[C:8]([CH3:11])([CH3:10])[CH3:9]. The catalyst class is: 12. (2) Reactant: [OH:1][C:2]1[CH:10]=[CH:9][C:8]2[N:7]3[CH2:11][CH2:12][NH:13][C:14](=[O:15])[C:6]3=[CH:5][C:4]=2[CH:3]=1.C(=O)([O-])[O-].[K+].[K+].Br[CH2:23][CH2:24][CH2:25][Cl:26]. Product: [Cl:26][CH2:25][CH2:24][CH2:23][O:1][C:2]1[CH:10]=[CH:9][C:8]2[N:7]3[CH2:11][CH2:12][NH:13][C:14](=[O:15])[C:6]3=[CH:5][C:4]=2[CH:3]=1. The catalyst class is: 131. (3) Reactant: [O-]CC.[Na+].[CH2:5]([O:7][C:8](=[O:34])[CH2:9][C:10]([NH:12][C@:13]1([C:30](OC)=[O:31])[CH2:18][CH2:17][N:16]([C:19]([O:21][CH2:22][C:23]2[CH:28]=[CH:27][CH:26]=[CH:25][CH:24]=2)=[O:20])[C@@H:15]([CH3:29])[CH2:14]1)=[O:11])[CH3:6]. Product: [CH3:29][C@@H:15]1[N:16]([C:19]([O:21][CH2:22][C:23]2[CH:28]=[CH:27][CH:26]=[CH:25][CH:24]=2)=[O:20])[CH2:17][CH2:18][C@@:13]2([NH:12][C:10](=[O:11])[CH:9]([C:8]([O:7][CH2:5][CH3:6])=[O:34])[C:30]2=[O:31])[CH2:14]1. The catalyst class is: 5. (4) Reactant: [CH3:1][C:2]1[CH:3]=[C:4]([CH:20]=[C:21]([CH3:32])[C:22]=1[N:23]1[CH:27]=[C:26]([C:28]([F:31])([F:30])[F:29])[CH:25]=[N:24]1)[O:5][C@H:6]([C:10]1[CH:19]=[CH:18][C:13]([C:14]([O:16]C)=[O:15])=[CH:12][CH:11]=1)[CH2:7][CH2:8][CH3:9].[OH-].[Na+].Cl.[CH2:36]([OH:43])[C:37]([NH2:42])([CH2:40][OH:41])[CH2:38][OH:39]. Product: [NH2:42][C:37]([CH2:40][OH:41])([CH2:38][OH:39])[CH2:36][OH:43].[CH3:1][C:2]1[CH:3]=[C:4]([CH:20]=[C:21]([CH3:32])[C:22]=1[N:23]1[CH:27]=[C:26]([C:28]([F:29])([F:31])[F:30])[CH:25]=[N:24]1)[O:5][C@H:6]([C:10]1[CH:11]=[CH:12][C:13]([C:14]([OH:16])=[O:15])=[CH:18][CH:19]=1)[CH2:7][CH2:8][CH3:9]. The catalyst class is: 72. (5) Reactant: [O:1]1[C:6]2[CH:7]=[CH:8][CH:9]=[CH:10][C:5]=2[O:4][CH2:3][C@@H:2]1[CH2:11][N:12]1[CH2:17][CH2:16][CH2:15][C@H:14]([C:18]2[CH:19]=[C:20]([OH:24])[CH:21]=[CH:22][CH:23]=2)[CH2:13]1.[C:25]([OH:30])(=[O:29])[C:26]([OH:28])=[O:27]. Product: [C:25]([OH:30])(=[O:29])[C:26]([OH:28])=[O:27].[O:1]1[C:6]2[CH:7]=[CH:8][CH:9]=[CH:10][C:5]=2[O:4][CH2:3][C@@H:2]1[CH2:11][N:12]1[CH2:17][CH2:16][CH2:15][C@H:14]([C:18]2[CH:19]=[C:20]([OH:24])[CH:21]=[CH:22][CH:23]=2)[CH2:13]1. The catalyst class is: 32. (6) Reactant: [CH3:1][C:2]1[C:3]([CH:7]=[O:8])=[CH:4][S:5][CH:6]=1.[CH3:9][Mg]Br.O1CCCC1.[Cl-].[NH4+]. Product: [CH3:1][C:2]1[C:3]([CH:7]([OH:8])[CH3:9])=[CH:4][S:5][CH:6]=1. The catalyst class is: 7. (7) Reactant: Br[C:2]1[N:3]=[C:4]([C:22]([F:25])([F:24])[F:23])[N:5]2[CH:10]=[C:9]([C:11]3[CH:16]=[CH:15][C:14]([O:17][C:18]([F:21])([F:20])[F:19])=[CH:13][CH:12]=3)[CH:8]=[CH:7][C:6]=12.[Li][C:27](C)(C)C.CI.O. Product: [CH3:27][C:2]1[N:3]=[C:4]([C:22]([F:25])([F:24])[F:23])[N:5]2[CH:10]=[C:9]([C:11]3[CH:16]=[CH:15][C:14]([O:17][C:18]([F:21])([F:20])[F:19])=[CH:13][CH:12]=3)[CH:8]=[CH:7][C:6]=12. The catalyst class is: 28.